This data is from Reaction yield outcomes from USPTO patents with 853,638 reactions. The task is: Predict the reaction yield, written as a fraction of the theoretical maximum amount of product (1.0 means a 100% yield; for example, 0.34 means a 34% yield). The reactants are [OH:1][C:2]1[CH:9]=[CH:8][C:5]([CH:6]=[O:7])=[CH:4][C:3]=1[O:10][CH3:11].[CH:12](O)(C)[CH3:13].[OH-].[Na+].C(Br)C. The catalyst is C1OCCOCCOCCOCCOCCOC1.O. The product is [CH2:12]([O:1][C:2]1[CH:9]=[CH:8][C:5]([CH:6]=[O:7])=[CH:4][C:3]=1[O:10][CH3:11])[CH3:13]. The yield is 0.910.